Dataset: NCI-60 drug combinations with 297,098 pairs across 59 cell lines. Task: Regression. Given two drug SMILES strings and cell line genomic features, predict the synergy score measuring deviation from expected non-interaction effect. (1) Drug 1: C1=C(C(=O)NC(=O)N1)N(CCCl)CCCl. Drug 2: CC1=C(N=C(N=C1N)C(CC(=O)N)NCC(C(=O)N)N)C(=O)NC(C(C2=CN=CN2)OC3C(C(C(C(O3)CO)O)O)OC4C(C(C(C(O4)CO)O)OC(=O)N)O)C(=O)NC(C)C(C(C)C(=O)NC(C(C)O)C(=O)NCCC5=NC(=CS5)C6=NC(=CS6)C(=O)NCCC[S+](C)C)O. Cell line: SR. Synergy scores: CSS=85.4, Synergy_ZIP=0.963, Synergy_Bliss=-0.0813, Synergy_Loewe=1.03, Synergy_HSA=2.34. (2) Drug 2: CC=C1C(=O)NC(C(=O)OC2CC(=O)NC(C(=O)NC(CSSCCC=C2)C(=O)N1)C(C)C)C(C)C. Synergy scores: CSS=19.5, Synergy_ZIP=-2.80, Synergy_Bliss=-2.57, Synergy_Loewe=-31.2, Synergy_HSA=-1.19. Cell line: LOX IMVI. Drug 1: CN1C(=O)N2C=NC(=C2N=N1)C(=O)N. (3) Drug 1: C1=C(C(=O)NC(=O)N1)F. Drug 2: CC1C(C(=O)NC(C(=O)N2CCCC2C(=O)N(CC(=O)N(C(C(=O)O1)C(C)C)C)C)C(C)C)NC(=O)C3=C4C(=C(C=C3)C)OC5=C(C(=O)C(=C(C5=N4)C(=O)NC6C(OC(=O)C(N(C(=O)CN(C(=O)C7CCCN7C(=O)C(NC6=O)C(C)C)C)C)C(C)C)C)N)C. Cell line: RXF 393. Synergy scores: CSS=33.2, Synergy_ZIP=1.89, Synergy_Bliss=7.48, Synergy_Loewe=7.72, Synergy_HSA=7.65. (4) Drug 1: CS(=O)(=O)C1=CC(=C(C=C1)C(=O)NC2=CC(=C(C=C2)Cl)C3=CC=CC=N3)Cl. Drug 2: CN(CC1=CN=C2C(=N1)C(=NC(=N2)N)N)C3=CC=C(C=C3)C(=O)NC(CCC(=O)O)C(=O)O. Cell line: HT29. Synergy scores: CSS=42.1, Synergy_ZIP=0.572, Synergy_Bliss=-1.29, Synergy_Loewe=-9.69, Synergy_HSA=-2.48. (5) Drug 1: CC1C(C(CC(O1)OC2CC(OC(C2O)C)OC3=CC4=CC5=C(C(=O)C(C(C5)C(C(=O)C(C(C)O)O)OC)OC6CC(C(C(O6)C)O)OC7CC(C(C(O7)C)O)OC8CC(C(C(O8)C)O)(C)O)C(=C4C(=C3C)O)O)O)O. Drug 2: CC1=C(C(=O)C2=C(C1=O)N3CC4C(C3(C2COC(=O)N)OC)N4)N. Cell line: SF-539. Synergy scores: CSS=86.6, Synergy_ZIP=-1.82, Synergy_Bliss=-1.67, Synergy_Loewe=-1.33, Synergy_HSA=1.14. (6) Drug 1: CC(C)(C#N)C1=CC(=CC(=C1)CN2C=NC=N2)C(C)(C)C#N. Drug 2: C1=NC2=C(N=C(N=C2N1C3C(C(C(O3)CO)O)F)Cl)N. Cell line: NCI-H322M. Synergy scores: CSS=0.469, Synergy_ZIP=-0.202, Synergy_Bliss=-0.163, Synergy_Loewe=-1.83, Synergy_HSA=-3.19. (7) Synergy scores: CSS=59.1, Synergy_ZIP=-0.307, Synergy_Bliss=-0.379, Synergy_Loewe=-5.40, Synergy_HSA=0.621. Cell line: HOP-62. Drug 2: CCC1=C2CN3C(=CC4=C(C3=O)COC(=O)C4(CC)O)C2=NC5=C1C=C(C=C5)O. Drug 1: C1=CC(=CC=C1CCCC(=O)O)N(CCCl)CCCl. (8) Drug 1: CCCS(=O)(=O)NC1=C(C(=C(C=C1)F)C(=O)C2=CNC3=C2C=C(C=N3)C4=CC=C(C=C4)Cl)F. Drug 2: CC(C)NC(=O)C1=CC=C(C=C1)CNNC.Cl. Cell line: LOX IMVI. Synergy scores: CSS=31.5, Synergy_ZIP=-2.79, Synergy_Bliss=-2.04, Synergy_Loewe=-4.07, Synergy_HSA=2.35. (9) Drug 1: C1=C(C(=O)NC(=O)N1)N(CCCl)CCCl. Drug 2: CC1=C(C=C(C=C1)C(=O)NC2=CC(=CC(=C2)C(F)(F)F)N3C=C(N=C3)C)NC4=NC=CC(=N4)C5=CN=CC=C5. Cell line: HCT-15. Synergy scores: CSS=35.2, Synergy_ZIP=9.62, Synergy_Bliss=4.49, Synergy_Loewe=1.45, Synergy_HSA=1.86.